From a dataset of Full USPTO retrosynthesis dataset with 1.9M reactions from patents (1976-2016). Predict the reactants needed to synthesize the given product. Given the product [Cl:31][C:30]1[CH:28]=[CH:27][C:10]([C:9]([NH:21][C:17]2[CH:16]=[C:15]([C:12]3[CH:11]=[CH:10][C:9]([O:8][CH:5]4[CH2:4][CH2:3][N:2]([CH3:1])[CH2:7][CH2:6]4)=[CH:14][CH:13]=3)[CH:20]=[CH:19][CH:18]=2)=[O:8])=[CH:11][CH:12]=1, predict the reactants needed to synthesize it. The reactants are: [CH3:1][N:2]1[CH2:7][CH2:6][CH:5]([O:8][C:9]2[CH:14]=[CH:13][C:12]([C:15]3[CH:20]=[CH:19][CH:18]=[C:17]([NH2:21])[CH:16]=3)=[CH:11][CH:10]=2)[CH2:4][CH2:3]1.C(N([CH2:27][CH3:28])CC)C.Cl[CH2:30][Cl:31].